Dataset: Peptide-MHC class I binding affinity with 185,985 pairs from IEDB/IMGT. Task: Regression. Given a peptide amino acid sequence and an MHC pseudo amino acid sequence, predict their binding affinity value. This is MHC class I binding data. The peptide sequence is LVGPTPVNI. The MHC is HLA-A30:02 with pseudo-sequence HLA-A30:02. The binding affinity (normalized) is 0.